Predict the reactants needed to synthesize the given product. From a dataset of Full USPTO retrosynthesis dataset with 1.9M reactions from patents (1976-2016). (1) Given the product [Cl:1][C:2]1[C:3]2[CH:10]=[C:9]([CH3:11])[N:8]([CH2:13][C@@H:14]3[CH2:18][CH2:17][CH2:16][N:15]3[C:19]([O:21][C:22]([CH3:23])([CH3:25])[CH3:24])=[O:20])[C:4]=2[N:5]=[CH:6][N:7]=1, predict the reactants needed to synthesize it. The reactants are: [Cl:1][C:2]1[C:3]2[CH:10]=[C:9]([CH3:11])[NH:8][C:4]=2[N:5]=[CH:6][N:7]=1.O[CH2:13][C@@H:14]1[CH2:18][CH2:17][CH2:16][N:15]1[C:19]([O:21][C:22]([CH3:25])([CH3:24])[CH3:23])=[O:20].C1C=CC(P(C2C=CC=CC=2)C2C=CC=CC=2)=CC=1.CCN(C(C)C)C(C)C. (2) Given the product [Cl:9][C:7]([O:6][C@@H:3]1[CH2:4][CH2:5][O:1][CH2:2]1)=[O:8], predict the reactants needed to synthesize it. The reactants are: [O:1]1[CH2:5][CH2:4][C@@H:3]([OH:6])[CH2:2]1.[C:7](Cl)([Cl:9])=[O:8].C1(C)C=CC=CC=1. (3) Given the product [Cl:1][C:2]1[CH:3]=[C:4]([CH:14]=[CH:15][C:16]=1[Cl:17])[CH2:5][N:6]1[CH2:11][CH2:10][O:9][CH:8]([CH2:12][NH:13][C:27](=[O:28])[CH2:26][C:20]2[C:19]([F:18])=[CH:24][CH:23]=[CH:22][C:21]=2[F:25])[CH2:7]1, predict the reactants needed to synthesize it. The reactants are: [Cl:1][C:2]1[CH:3]=[C:4]([CH:14]=[CH:15][C:16]=1[Cl:17])[CH2:5][N:6]1[CH2:11][CH2:10][O:9][CH:8]([CH2:12][NH2:13])[CH2:7]1.[F:18][C:19]1[CH:24]=[CH:23][CH:22]=[C:21]([F:25])[C:20]=1[CH2:26][C:27](O)=[O:28]. (4) Given the product [Cl:38][C:32]1[CH:33]=[CH:34][CH:35]=[C:36]([Cl:37])[C:31]=1[NH:30][C:29]([N:25]1[CH2:24][C:9]2[C:8](=[N:7][NH:6][C:10]=2[NH:11][C:12](=[O:23])[C:13]2[CH:14]=[CH:15][C:16]([C:19]([OH:21])=[O:20])=[CH:17][CH:18]=2)[C:26]1([CH3:28])[CH3:27])=[O:39], predict the reactants needed to synthesize it. The reactants are: C(OC([N:6]1[C:10]([NH:11][C:12](=[O:23])[C:13]2[CH:18]=[CH:17][C:16]([C:19]([O:21]C)=[O:20])=[CH:15][CH:14]=2)=[C:9]2[CH2:24][N:25]([C:29](=[O:39])[NH:30][C:31]3[C:36]([Cl:37])=[CH:35][CH:34]=[CH:33][C:32]=3[Cl:38])[C:26]([CH3:28])([CH3:27])[C:8]2=[N:7]1)=O)C.[OH-].[Na+].O. (5) Given the product [CH:8]([C:3]1[CH:4]=[CH:5][CH:6]=[CH:7][C:2]=1[NH2:1])=[CH2:9], predict the reactants needed to synthesize it. The reactants are: [NH2:1][C:2]1[CH:7]=[CH:6][CH:5]=[CH:4][C:3]=1[CH2:8][CH2:9]O.[OH-].[K+]. (6) Given the product [CH3:1][S:2][C:3]1[CH:8]=[CH:7][C:6]([CH2:9][C:10]2[C:11]([O:19][C@@H:29]3[O:30][C@H:25]([CH2:24][O:23][C:21](=[O:22])[CH3:20])[C@@H:26]([O:40][C:41](=[O:42])[CH3:43])[C@H:27]([O:36][C:37](=[O:38])[CH3:39])[C@H:28]3[O:32][C:33](=[O:34])[CH3:35])=[N:12][NH:13][C:14]=2[C:15]([F:18])([F:17])[F:16])=[CH:5][CH:4]=1, predict the reactants needed to synthesize it. The reactants are: [CH3:1][S:2][C:3]1[CH:8]=[CH:7][C:6]([CH2:9][C:10]2[C:11](=[O:19])[NH:12][NH:13][C:14]=2[C:15]([F:18])([F:17])[F:16])=[CH:5][CH:4]=1.[CH3:20][C:21]([O:23][CH2:24][C@H:25]1[O:30][C@H:29](Br)[C@H:28]([O:32][C:33]([CH3:35])=[O:34])[C@@H:27]([O:36][C:37]([CH3:39])=[O:38])[C@@H:26]1[O:40][C:41]([CH3:43])=[O:42])=[O:22].C(=O)([O-])[O-].[K+].[K+].O. (7) Given the product [Cl:21][C:18]1[CH:19]=[CH:20][C:12]([F:11])=[C:13]([C:14]2[N:16]=[C:3]([OH:4])[C:5]3[CH2:6][O:7][CH2:8][C:9]=3[N:15]=2)[CH:17]=1, predict the reactants needed to synthesize it. The reactants are: CO[C:3]([CH:5]1[C:9](=O)[CH2:8][O:7][CH2:6]1)=[O:4].[F:11][C:12]1[CH:20]=[CH:19][C:18]([Cl:21])=[CH:17][C:13]=1[C:14]([NH2:16])=[NH:15].